Predict the product of the given reaction. From a dataset of Forward reaction prediction with 1.9M reactions from USPTO patents (1976-2016). (1) Given the reactants Br[C:2]1[C:3]([N:22]2[CH2:26][CH2:25][C@H:24]([CH2:27][OH:28])[CH2:23]2)=[N:4][CH:5]=[C:6]([CH:21]=1)[C:7]([NH:9][C:10]1[CH:15]=[CH:14][C:13]([O:16][C:17]([F:20])([F:19])[F:18])=[CH:12][CH:11]=1)=[O:8].[CH3:29][C:30]1[N:35]=[CH:34][C:33](B(O)O)=[CH:32][CH:31]=1, predict the reaction product. The product is: [OH:28][CH2:27][C@H:24]1[CH2:25][CH2:26][N:22]([C:3]2[C:2]([C:33]3[CH:34]=[N:35][C:30]([CH3:29])=[CH:31][CH:32]=3)=[CH:21][C:6]([C:7]([NH:9][C:10]3[CH:15]=[CH:14][C:13]([O:16][C:17]([F:20])([F:19])[F:18])=[CH:12][CH:11]=3)=[O:8])=[CH:5][N:4]=2)[CH2:23]1. (2) Given the reactants C(N(CC)CC)C.[I:8][C:9]1[C:17]2[C:12](=[CH:13][CH:14]=[CH:15][C:16]=2[N+:18]([O-:20])=[O:19])[NH:11][N:10]=1.[CH3:21][C:22]([O:25][C:26](O[C:26]([O:25][C:22]([CH3:24])([CH3:23])[CH3:21])=[O:27])=[O:27])([CH3:24])[CH3:23], predict the reaction product. The product is: [I:8][C:9]1[C:17]2[C:12](=[CH:13][CH:14]=[CH:15][C:16]=2[N+:18]([O-:20])=[O:19])[N:11]([C:26]([O:25][C:22]([CH3:24])([CH3:23])[CH3:21])=[O:27])[N:10]=1. (3) Given the reactants Cl[CH2:2][C:3]([N:5]1[CH2:10][CH2:9][N:8]([CH3:11])[CH2:7][CH2:6]1)=[O:4].O=C1[C:17]2([CH2:22][CH2:21][N:20]([C:23]([O:25][C:26]([CH3:29])([CH3:28])[CH3:27])=[O:24])[CH2:19][CH2:18]2)[N:16]([C:30]2[CH:35]=[CH:34][CH:33]=[CH:32][CH:31]=2)CN1.[C:36](=[O:39])([O-:38])[O-].[K+].[K+].[CH3:42][N:43]([CH3:46])[CH:44]=[O:45], predict the reaction product. The product is: [CH3:11][N:8]1[CH2:9][CH2:10][N:5]([C:3](=[O:4])[CH2:2][O:38][C:36]([C:30]2[CH:31]=[C:32]([CH:33]=[CH:34][CH:35]=2)[CH2:42][N:43]2[C:44](=[O:45])[C:17]3([CH2:22][CH2:21][N:20]([C:23]([O:25][C:26]([CH3:29])([CH3:28])[CH3:27])=[O:24])[CH2:19][CH2:18]3)[N:16]([C:30]3[CH:35]=[CH:34][CH:33]=[CH:32][CH:31]=3)[CH2:46]2)=[O:39])[CH2:6][CH2:7]1. (4) Given the reactants Cl[C:2]1[CH:19]=[C:6]2[C:7]3[C:12]([CH2:13][CH2:14][N:5]2[C:4](=[O:20])[N:3]=1)=[CH:11][C:10]([O:15][CH3:16])=[C:9]([O:17][CH3:18])[CH:8]=3.[Br:21][C:22]1[CH:27]=[C:26]([CH3:28])[C:25]([OH:29])=[C:24]([CH3:30])[CH:23]=1.C(=O)([O-])[O-].[K+].[K+].C(OCC)(=O)C, predict the reaction product. The product is: [Br:21][C:22]1[CH:27]=[C:26]([CH3:28])[C:25]([O:29][C:2]2[CH:19]=[C:6]3[C:7]4[C:12]([CH2:13][CH2:14][N:5]3[C:4](=[O:20])[N:3]=2)=[CH:11][C:10]([O:15][CH3:16])=[C:9]([O:17][CH3:18])[CH:8]=4)=[C:24]([CH3:30])[CH:23]=1. (5) Given the reactants [C:1]1([CH3:11])[CH:6]=[CH:5][C:4](S(O)(=O)=O)=[CH:3][CH:2]=1.O, predict the reaction product. The product is: [CH3:5][C:4]1[CH2:11][C:1]2[C:6]([CH:3]=1)=[CH:5][CH:4]=[CH:3][C:2]=2[C:5]1[C:6]2[C:1](=[CH:11][CH:2]=[CH:1][CH:6]=2)[CH:2]=[CH:3][CH:4]=1. (6) Given the reactants Cl.[NH2:2][C@H:3]([C:6]([OH:8])=[O:7])[CH2:4][SH:5].C([O-])(=O)C.[K+].CO.[CH3:16][O:17][C:18]1[CH:25]=[CH:24][C:21]([CH:22]=O)=[CH:20][CH:19]=1, predict the reaction product. The product is: [CH3:16][O:17][C:18]1[CH:25]=[CH:24][C:21]([C@@H:22]2[NH:2][CH:3]([C:6]([OH:8])=[O:7])[CH2:4][S:5]2)=[CH:20][CH:19]=1. (7) Given the reactants CI.[CH3:3][C:4]1[N:8]=[C:7]([CH2:9][C:10](=[O:12])[CH3:11])[O:6][N:5]=1.[C:13](=O)([O-])[O-].[K+].[K+], predict the reaction product. The product is: [CH3:3][C:4]1[N:8]=[C:7]([CH:9]([CH3:13])[C:10](=[O:12])[CH3:11])[O:6][N:5]=1. (8) Given the reactants [Br:1][C:2]1[CH:3]=[C:4]([C:16]([O:18][CH3:19])=[O:17])[C:5]2[C:6]([CH:14]=O)=[N:7][N:8]([CH:11]([CH3:13])[CH3:12])[C:9]=2[CH:10]=1.O.C1(C)C=CC(S(O)(=O)=O)=CC=1.S1(CCCC1)(=O)=O.C([BH3-])#N.[Na+], predict the reaction product. The product is: [Br:1][C:2]1[CH:3]=[C:4]([C:16]([O:18][CH3:19])=[O:17])[C:5]2[C:6]([CH3:14])=[N:7][N:8]([CH:11]([CH3:12])[CH3:13])[C:9]=2[CH:10]=1.